This data is from Peptide-MHC class II binding affinity with 134,281 pairs from IEDB. The task is: Regression. Given a peptide amino acid sequence and an MHC pseudo amino acid sequence, predict their binding affinity value. This is MHC class II binding data. (1) The peptide sequence is VIIHGLHLYGCSTSV. The binding affinity (normalized) is 0.214. The MHC is HLA-DQA10301-DQB10302 with pseudo-sequence HLA-DQA10301-DQB10302. (2) The peptide sequence is MSGHALAARTLLAAA. The MHC is DRB1_0401 with pseudo-sequence DRB1_0401. The binding affinity (normalized) is 0.770. (3) The MHC is DRB5_0101 with pseudo-sequence DRB5_0101. The binding affinity (normalized) is 0.718. The peptide sequence is KAGFVILKTFTPGAE. (4) The peptide sequence is IITFKDKTDIHRLEP. The MHC is DRB1_1101 with pseudo-sequence DRB1_1101. The binding affinity (normalized) is 0.154. (5) The peptide sequence is THIFAEVLKDAIKDL. The MHC is HLA-DQA10501-DQB10201 with pseudo-sequence HLA-DQA10501-DQB10201. The binding affinity (normalized) is 0.474. (6) The peptide sequence is SRGVQGFIFFFLFNIKK. The MHC is DRB1_0901 with pseudo-sequence DRB1_0901. The binding affinity (normalized) is 0. (7) The peptide sequence is SNKAFAEGLSGEPKG. The MHC is HLA-DQA10104-DQB10503 with pseudo-sequence HLA-DQA10104-DQB10503. The binding affinity (normalized) is 0.179. (8) The peptide sequence is SGIAFGSMAKKGDEQ. The MHC is DRB1_1302 with pseudo-sequence DRB1_1302. The binding affinity (normalized) is 0.0239.